From a dataset of Reaction yield outcomes from USPTO patents with 853,638 reactions. Predict the reaction yield, written as a fraction of the theoretical maximum amount of product (1.0 means a 100% yield; for example, 0.34 means a 34% yield). (1) The reactants are [F:1][C:2]1[C:9]([F:10])=[C:8]([O:11][CH2:12][CH2:13][N:14]([CH2:16][CH2:17][O:18][CH3:19])[CH3:15])[CH:7]=[CH:6][C:3]=1[CH:4]=[O:5].[ClH:20].N1C=CC=CC=1. The catalyst is C(COC)OC. The product is [ClH:20].[F:1][C:2]1[C:9]([F:10])=[C:8]([O:11][CH2:12][CH2:13][N:14]([CH2:16][CH2:17][O:18][CH3:19])[CH3:15])[CH:7]=[CH:6][C:3]=1[CH:4]=[O:5]. The yield is 0.300. (2) The reactants are [Cl:1][C:2]1[CH:11]=[C:10]([O:12][CH2:13][CH3:14])[C:9]([N+:15]([O-])=O)=[CH:8][C:3]=1[C:4]([O:6][CH3:7])=[O:5]. The catalyst is CO.O1CCCC1.[Pt]. The product is [NH2:15][C:9]1[C:10]([O:12][CH2:13][CH3:14])=[CH:11][C:2]([Cl:1])=[C:3]([CH:8]=1)[C:4]([O:6][CH3:7])=[O:5]. The yield is 0.820. (3) The reactants are Br[CH2:2][C:3]1[C:4]([C:25]2[CH:30]=[CH:29][CH:28]=[CH:27][CH:26]=2)=[N:5][C:6]2[C:11]([C:12]=1[C:13]([NH2:15])=[O:14])=[C:10]([C@H](C1C=CC=CC=1)CC)[CH:9]=[CH:8][CH:7]=2.[CH3:31][S-:32].[Na+]. The catalyst is C1COCC1.CCOC(C)=O. The product is [CH3:31][S:32][CH2:2][C:3]1[C:4]([C:25]2[CH:30]=[CH:29][CH:28]=[CH:27][CH:26]=2)=[N:5][C:6]2[C:11]([C:12]=1[C:13]([NH:15][C@H:12]([C:11]1[CH:6]=[CH:7][CH:8]=[CH:9][CH:10]=1)[CH2:3][CH3:2])=[O:14])=[CH:10][CH:9]=[CH:8][CH:7]=2. The yield is 0.900.